This data is from Clinical trial toxicity outcomes and FDA approval status for drugs. The task is: Regression/Classification. Given a drug SMILES string, predict its toxicity properties. Task type varies by dataset: regression for continuous values (e.g., LD50, hERG inhibition percentage) or binary classification for toxic/non-toxic outcomes (e.g., AMES mutagenicity, cardiotoxicity, hepatotoxicity). Dataset: clintox. The molecule is CCN(CC)C(=S)SSC(=S)N(CC)CC. The result is 0 (passed clinical trial).